This data is from Full USPTO retrosynthesis dataset with 1.9M reactions from patents (1976-2016). The task is: Predict the reactants needed to synthesize the given product. (1) Given the product [ClH:1].[CH2:18]([N:13]1[C:12]2[CH:20]=[CH:21][C:9]([N:8]([CH3:22])[C:6]3[CH:5]=[CH:4][N:3]=[C:2]([NH:23][C:24]4[CH:29]=[CH:28][C:27]([CH2:30][S:31]([NH2:34])(=[O:32])=[O:33])=[CH:26][CH:25]=4)[N:7]=3)=[CH:10][C:11]=2[N:15]=[C:14]1[NH:16][CH3:17])[CH3:19], predict the reactants needed to synthesize it. The reactants are: [Cl:1][C:2]1[N:7]=[C:6]([N:8]([CH3:22])[C:9]2[CH:21]=[CH:20][C:12]3[N:13]([CH2:18][CH3:19])[C:14]([NH:16][CH3:17])=[N:15][C:11]=3[CH:10]=2)[CH:5]=[CH:4][N:3]=1.[NH2:23][C:24]1[CH:29]=[CH:28][C:27]([CH2:30][S:31]([NH2:34])(=[O:33])=[O:32])=[CH:26][CH:25]=1. (2) The reactants are: [CH3:1][N:2]([CH:10]1[CH2:15][CH2:14][NH:13][CH2:12][CH2:11]1)[C:3](=[O:9])[O:4][C:5]([CH3:8])([CH3:7])[CH3:6].[N:16]1([C:21]2[CH:22]=[C:23]([CH:26]=[CH:27][N:28]=2)[CH:24]=O)[CH2:20][CH2:19][CH2:18][CH2:17]1.C(O)(=O)C.C(O[BH-](OC(=O)C)OC(=O)C)(=O)C.[Na+].C(=O)([O-])O.[Na+]. Given the product [CH3:1][N:2]([CH:10]1[CH2:11][CH2:12][N:13]([CH2:24][C:23]2[CH:26]=[CH:27][N:28]=[C:21]([N:16]3[CH2:20][CH2:19][CH2:18][CH2:17]3)[CH:22]=2)[CH2:14][CH2:15]1)[C:3](=[O:9])[O:4][C:5]([CH3:8])([CH3:6])[CH3:7], predict the reactants needed to synthesize it. (3) The reactants are: [CH3:1][O:2][C:3]([C:5]1[N:9]=[CH:8][NH:7][N:6]=1)=[O:4].Br[CH2:11][C:12]1[C:13]([C:36]2[CH:41]=[CH:40][CH:39]=[CH:38][CH:37]=2)=[N:14][C:15]2[C:20]([C:21]=1[C:22]([NH:24][N:25]([C:30]1[CH:35]=[CH:34][CH:33]=[CH:32][CH:31]=1)[C:26]([O:28][CH3:29])=[O:27])=[O:23])=[CH:19][CH:18]=[CH:17][CH:16]=2. Given the product [CH3:1][O:2][C:3]([C:5]1[N:9]=[CH:8][N:7]([CH2:11][C:12]2[C:13]([C:36]3[CH:41]=[CH:40][CH:39]=[CH:38][CH:37]=3)=[N:14][C:15]3[C:20]([C:21]=2[C:22]([NH:24][N:25]([C:30]2[CH:31]=[CH:32][CH:33]=[CH:34][CH:35]=2)[C:26]([O:28][CH3:29])=[O:27])=[O:23])=[CH:19][CH:18]=[CH:17][CH:16]=3)[N:6]=1)=[O:4], predict the reactants needed to synthesize it. (4) Given the product [OH:1][CH2:2][C@@H:3]([NH:5][C:6]([C:8]1[C:16]2[C:11](=[N:12][CH:13]=[C:14]([C:17]3[C:25]4[C:20](=[CH:21][C:22]([Cl:26])=[CH:23][CH:24]=4)[N:19]([CH3:27])[N:18]=3)[N:15]=2)[NH:10][CH:9]=1)=[O:7])[CH3:4], predict the reactants needed to synthesize it. The reactants are: [OH:1][CH2:2][C@@H:3]([NH:5][C:6]([C:8]1[C:16]2[C:11](=[N:12][CH:13]=[C:14]([C:17]3[C:25]4[C:20](=[CH:21][C:22]([Cl:26])=[CH:23][CH:24]=4)[N:19]([CH3:27])[N:18]=3)[N:15]=2)[N:10](COCC[Si](C)(C)C)[CH:9]=1)=[O:7])[CH3:4].C(O)(C(F)(F)F)=O.C(N)CN. (5) Given the product [I:15][C:14]1[C:9]([NH:8][C@H:6]2[C@@H:5]3[O:18][C:22]([CH3:24])([CH3:23])[O:19][C@@H:4]3[C@@H:3]([CH2:2][OH:1])[CH2:7]2)=[N:10][C:11]([S:16][CH3:17])=[N:12][CH:13]=1, predict the reactants needed to synthesize it. The reactants are: [OH:1][CH2:2][C@H:3]1[CH2:7][C@@H:6]([NH:8][C:9]2[C:14]([I:15])=[CH:13][N:12]=[C:11]([S:16][CH3:17])[N:10]=2)[C@H:5]([OH:18])[C@@H:4]1[OH:19].CO[C:22](OC)([CH3:24])[CH3:23].CS(O)(=O)=O.C(=O)(O)[O-].[Na+].